This data is from Peptide-MHC class II binding affinity with 134,281 pairs from IEDB. The task is: Regression. Given a peptide amino acid sequence and an MHC pseudo amino acid sequence, predict their binding affinity value. This is MHC class II binding data. The peptide sequence is TGLWPFIRINNLKVK. The MHC is DRB1_1302 with pseudo-sequence DRB1_1302. The binding affinity (normalized) is 1.00.